From a dataset of Reaction yield outcomes from USPTO patents with 853,638 reactions. Predict the reaction yield, written as a fraction of the theoretical maximum amount of product (1.0 means a 100% yield; for example, 0.34 means a 34% yield). (1) The reactants are C(O[C:4]1[C:7](=[O:8])[C:6](=[O:9])[C:5]=1[NH:10][C:11]1[C:12]([OH:22])=[C:13]([CH:19]=[CH:20][CH:21]=1)[C:14]([N:16]([CH3:18])[CH3:17])=[O:15])C.[CH3:23][C:24]1[O:28][C:27]([CH:29]([NH2:35])[CH:30]2[CH2:34][CH2:33][CH2:32][S:31]2)=[CH:26][CH:25]=1. The catalyst is CO. The product is [OH:22][C:12]1[C:11]([NH:10][C:5]2[C:6](=[O:9])[C:7](=[O:8])[C:4]=2[NH:35][CH:29]([C:27]2[O:28][C:24]([CH3:23])=[CH:25][CH:26]=2)[CH:30]2[CH2:34][CH2:33][CH2:32][S:31]2)=[CH:21][CH:20]=[CH:19][C:13]=1[C:14]([N:16]([CH3:17])[CH3:18])=[O:15]. The yield is 0.540. (2) The reactants are Cl.[C:2]1([NH:8]N)[CH:7]=[CH:6][CH:5]=[CH:4][CH:3]=1.[S:10]1[CH2:15][CH2:14][C:13](=O)[CH2:12][CH2:11]1.O.[N+]([O-])([O-])=O.[Bi+3].[N+]([O-])([O-])=O.[N+]([O-])([O-])=O. The catalyst is CO. The product is [CH2:14]1[C:13]2[NH:8][C:2]3[C:7](=[CH:6][CH:5]=[CH:4][CH:3]=3)[C:12]=2[CH2:11][S:10][CH2:15]1. The yield is 0.850. (3) The reactants are [Cl:1][C:2]1[N:3]=[C:4]([N:9]2[CH2:13][CH2:12][CH2:11][CH2:10]2)[S:5][C:6]=1[CH:7]=O.[NH2:14][C:15]1[C:20]([NH2:21])=[C:19]([NH:22][C@@H:23]2[C@@H:28]3[CH2:29][C@@H:25]([CH:26]=[CH:27]3)[C@@H:24]2[C:30]([NH2:32])=[O:31])[C:18]([Br:33])=[CH:17][N:16]=1.C([O-])(=O)C.[NH4+]. No catalyst specified. The product is [Br:33][C:18]1[C:19]([NH:22][C@@H:23]2[C@@H:28]3[CH2:29][C@@H:25]([CH:26]=[CH:27]3)[C@@H:24]2[C:30]([NH2:32])=[O:31])=[C:20]2[N:21]=[C:7]([C:6]3[S:5][C:4]([N:9]4[CH2:13][CH2:12][CH2:11][CH2:10]4)=[N:3][C:2]=3[Cl:1])[NH:14][C:15]2=[N:16][CH:17]=1. The yield is 0.0500. (4) The reactants are [CH3:1][C:2]1([NH2:8])[CH2:7][CH2:6][CH2:5][CH2:4][CH2:3]1.CCN(CC)CC.[Cl:16][CH2:17][CH2:18][CH2:19][C:20](Cl)=[O:21].O. The catalyst is C1COCC1. The product is [Cl:16][CH2:17][CH2:18][CH2:19][C:20]([NH:8][C:2]1([CH3:1])[CH2:7][CH2:6][CH2:5][CH2:4][CH2:3]1)=[O:21]. The yield is 0.900.